This data is from Forward reaction prediction with 1.9M reactions from USPTO patents (1976-2016). The task is: Predict the product of the given reaction. (1) Given the reactants [CH2:1]([O:3][C:4]([C:6]1[CH:7]=[C:8]2[C:13](=[CH:14][CH:15]=1)[NH:12][CH:11]([C:16]1[CH:21]=[CH:20][CH:19]=[C:18]([C:22]([O:24]C)=[O:23])[CH:17]=1)[CH2:10][C:9]2([CH3:27])[CH3:26])=[O:5])[CH3:2].Cl, predict the reaction product. The product is: [CH2:1]([O:3][C:4]([C:6]1[CH:7]=[C:8]2[C:13](=[CH:14][CH:15]=1)[NH:12][CH:11]([C:16]1[CH:21]=[CH:20][CH:19]=[C:18]([C:22]([OH:24])=[O:23])[CH:17]=1)[CH2:10][C:9]2([CH3:26])[CH3:27])=[O:5])[CH3:2]. (2) Given the reactants [OH:1][C:2]1[CH:3]=[C:4]([C:14]([O:16][CH2:17][CH3:18])=[O:15])[C:5]2[CH:10]=[N:9][N:8]([CH:11]([CH3:13])[CH3:12])[C:6]=2[N:7]=1.[Cl:19]NC(=O)CCC(N)=O.O.C(OCC)(=O)C, predict the reaction product. The product is: [Cl:19][C:3]1[C:2]([OH:1])=[N:7][C:6]2[N:8]([CH:11]([CH3:13])[CH3:12])[N:9]=[CH:10][C:5]=2[C:4]=1[C:14]([O:16][CH2:17][CH3:18])=[O:15]. (3) Given the reactants [CH3:1][O:2][C:3]([CH:5]1[CH2:9][N:8]([C:10](OC(C)(C)C)=O)[CH2:7][N:6]1[C:17](=[O:27])[CH:18]([NH:22][C:23]([O:25][CH3:26])=[O:24])[CH:19]([CH3:21])[CH3:20])=[O:4].Cl.C(N(C(C)C)CC)(C)C.O(C[C:42]([F:45])([F:44])[F:43])S([C:42]([F:45])([F:44])[F:43])(=O)=O, predict the reaction product. The product is: [CH3:1][O:2][C:3]([CH:5]1[CH2:9][N:8]([CH2:10][C:42]([F:45])([F:44])[F:43])[CH2:7][N:6]1[C:17](=[O:27])[CH:18]([NH:22][C:23]([O:25][CH3:26])=[O:24])[CH:19]([CH3:21])[CH3:20])=[O:4]. (4) Given the reactants [CH:1]1([C:7]2[C:8]3[CH:9]=[CH:10][C:11]([C:34]([O:36][CH3:37])=[O:35])=[CH:12][C:13]=3[N:14]3[CH2:21][C:20](=O)[N:19]([CH2:23][CH2:24][N:25]([CH3:27])[CH3:26])[CH2:18][C:17]4[CH:28]=[C:29]([O:32][CH3:33])[CH:30]=[CH:31][C:16]=4[C:15]=23)[CH2:6][CH2:5][CH2:4][CH2:3][CH2:2]1.CO, predict the reaction product. The product is: [CH:1]1([C:7]2[C:8]3[CH:9]=[CH:10][C:11]([C:34]([O:36][CH3:37])=[O:35])=[CH:12][C:13]=3[N:14]3[CH2:21][CH2:20][N:19]([CH2:23][CH2:24][N:25]([CH3:26])[CH3:27])[CH2:18][C:17]4[CH:28]=[C:29]([O:32][CH3:33])[CH:30]=[CH:31][C:16]=4[C:15]=23)[CH2:6][CH2:5][CH2:4][CH2:3][CH2:2]1.